This data is from Catalyst prediction with 721,799 reactions and 888 catalyst types from USPTO. The task is: Predict which catalyst facilitates the given reaction. Reactant: Cl[C:2]1[N:7]=[C:6]([N:8]([C:18]2[C:23]([CH3:24])=[CH:22][CH:21]=[CH:20][C:19]=2[CH3:25])[C:9]2[NH:13][C:12]3[CH:14]=[CH:15][CH:16]=[CH:17][C:11]=3[N:10]=2)[CH:5]=[CH:4][N:3]=1.[CH3:26][N:27]1[CH2:32][CH2:31][N:30]([C:33]2[CH:38]=[CH:37][C:36]([NH2:39])=[CH:35][CH:34]=2)[CH2:29][CH2:28]1.[OH-].[Na+]. Product: [NH:10]1[C:11]2[CH:17]=[CH:16][CH:15]=[CH:14][C:12]=2[N:13]=[C:9]1[N:8]([C:18]1[C:23]([CH3:24])=[CH:22][CH:21]=[CH:20][C:19]=1[CH3:25])[C:6]1[CH:5]=[CH:4][N:3]=[C:2]([NH:39][C:36]2[CH:35]=[CH:34][C:33]([N:30]3[CH2:29][CH2:28][N:27]([CH3:26])[CH2:32][CH2:31]3)=[CH:38][CH:37]=2)[N:7]=1. The catalyst class is: 52.